From a dataset of Forward reaction prediction with 1.9M reactions from USPTO patents (1976-2016). Predict the product of the given reaction. (1) Given the reactants [Cl:1][C:2]1[CH:7]=[CH:6][CH:5]=[C:4]([Cl:8])[C:3]=1[CH2:9][O:10][C:11]1[CH:16]=[CH:15][C:14]2[C:17]3([CH2:23][O:24][C:13]=2[CH:12]=1)[CH2:22][CH2:21][NH:20][CH2:19][CH2:18]3.O=[C:26]1[CH2:29][CH:28]([C:30]([O:32][C:33]([CH3:36])([CH3:35])[CH3:34])=[O:31])[CH2:27]1.C(O[BH-](OC(=O)C)OC(=O)C)(=O)C.[Na+], predict the reaction product. The product is: [Cl:8][C:4]1[CH:5]=[CH:6][CH:7]=[C:2]([Cl:1])[C:3]=1[CH2:9][O:10][C:11]1[CH:16]=[CH:15][C:14]2[C:17]3([CH2:23][O:24][C:13]=2[CH:12]=1)[CH2:18][CH2:19][N:20]([CH:26]1[CH2:27][CH:28]([C:30]([O:32][C:33]([CH3:36])([CH3:35])[CH3:34])=[O:31])[CH2:29]1)[CH2:21][CH2:22]3. (2) Given the reactants [F:1][C:2]1[CH:3]=[C:4]([CH3:18])[CH:5]=[C:6]2[C:10]=1[NH:9][C:8]1[CH2:11][CH:12]3[N:16]([CH2:17][C:7]2=1)[CH2:15][CH2:14][CH2:13]3.[H-].[Na+].[CH3:21][C:22]1([C:25]2[CH:26]=[N:27][CH:28]=[CH:29][CH:30]=2)[CH2:24][O:23]1, predict the reaction product. The product is: [F:1][C:2]1[CH:3]=[C:4]([CH3:18])[CH:5]=[C:6]2[C:10]=1[N:9]([CH2:21][C:22]([C:25]1[CH:26]=[N:27][CH:28]=[CH:29][CH:30]=1)([OH:23])[CH3:24])[C:8]1[CH2:11][CH:12]3[N:16]([CH2:17][C:7]2=1)[CH2:15][CH2:14][CH2:13]3. (3) Given the reactants Cl[C:2]1[N:6]2[N:7]=[C:8]([C:18]3[CH:23]=[CH:22][CH:21]=[CH:20][C:19]=3[Cl:24])[C:9]([C:11]3[CH:16]=[CH:15][C:14]([Cl:17])=[CH:13][CH:12]=3)=[CH:10][C:5]2=[N:4][N:3]=1.[CH:25]1([NH2:31])[CH2:30][CH2:29][CH2:28][CH2:27][CH2:26]1, predict the reaction product. The product is: [Cl:24][C:19]1[CH:20]=[CH:21][CH:22]=[CH:23][C:18]=1[C:8]1[C:9]([C:11]2[CH:12]=[CH:13][C:14]([Cl:17])=[CH:15][CH:16]=2)=[CH:10][C:5]2[N:6]([C:2]([NH:31][CH:25]3[CH2:30][CH2:29][CH2:28][CH2:27][CH2:26]3)=[N:3][N:4]=2)[N:7]=1. (4) Given the reactants [CH:1]1([NH:4][C:5]2[N:10]=[C:9]([C:11]3[C:12]([C:20]4[CH:25]=[CH:24][N:23]=[C:22]([NH:26][CH:27]([CH3:29])[CH3:28])[CH:21]=4)=[N:13][N:14]4[CH:19]=[CH:18][CH:17]=[CH:16][C:15]=34)[CH:8]=[CH:7][N:6]=2)[CH2:3][CH2:2]1.C([Li])CCC.C(Cl)(Cl)(Cl)[Cl:36], predict the reaction product. The product is: [Cl:36][C:19]1[N:14]2[N:13]=[C:12]([C:20]3[CH:25]=[CH:24][N:23]=[C:22]([NH:26][CH:27]([CH3:29])[CH3:28])[CH:21]=3)[C:11]([C:9]3[CH:8]=[CH:7][N:6]=[C:5]([NH:4][CH:1]4[CH2:3][CH2:2]4)[N:10]=3)=[C:15]2[CH:16]=[CH:17][CH:18]=1. (5) Given the reactants [F:1][C:2]([F:16])([F:15])[C:3]1[C:4]([N:9]2[CH2:14][CH2:13][NH:12][CH2:11][CH2:10]2)=[N:5][CH:6]=[CH:7][CH:8]=1.[CH:17]1([CH2:23][C:24](O)=[O:25])[CH2:22][CH2:21][CH2:20][CH2:19][CH2:18]1.F[P-](F)(F)(F)(F)F.N1(O[P+](N(C)C)(N(C)C)N(C)C)C2C=CC=CC=2N=N1, predict the reaction product. The product is: [CH:17]1([CH2:23][C:24]([N:12]2[CH2:11][CH2:10][N:9]([C:4]3[C:3]([C:2]([F:1])([F:15])[F:16])=[CH:8][CH:7]=[CH:6][N:5]=3)[CH2:14][CH2:13]2)=[O:25])[CH2:22][CH2:21][CH2:20][CH2:19][CH2:18]1. (6) Given the reactants [O:1]=[C:2]1[CH:11]=[CH:10][C:9]2[C:4](=[CH:5][C:6]([O:12][C:13]([F:16])([F:15])[F:14])=[CH:7][CH:8]=2)[N:3]1[CH2:17][C:18]([OH:20])=O.[Br:21][C:22]1[C:23]([C:28]2[NH:32][N:31]=[CH:30][N:29]=2)=[C:24]([NH2:27])[S:25][CH:26]=1, predict the reaction product. The product is: [Br:21][C:22]1[C:23]([C:28]2[NH:32][N:31]=[CH:30][N:29]=2)=[C:24]([NH:27][C:18](=[O:20])[CH2:17][N:3]2[C:4]3[C:9](=[CH:8][CH:7]=[C:6]([O:12][C:13]([F:16])([F:15])[F:14])[CH:5]=3)[CH:10]=[CH:11][C:2]2=[O:1])[S:25][CH:26]=1. (7) Given the reactants [F:1][C:2]1[CH:7]=[CH:6][C:5]([N:8]2[C:16]3[C:11](=[CH:12][C:13]([O:17][C@H:18]([C:22]4[CH:27]=[CH:26][CH:25]=[C:24]([O:28][CH3:29])[CH:23]=4)[C@@H:19]([NH2:21])[CH3:20])=[CH:14][CH:15]=3)[CH:10]=[N:9]2)=[CH:4][CH:3]=1.[CH3:30][N:31]1[CH:35]=[CH:34][CH:33]=[C:32]1[C:36](O)=[O:37], predict the reaction product. The product is: [F:1][C:2]1[CH:3]=[CH:4][C:5]([N:8]2[C:16]3[C:11](=[CH:12][C:13]([O:17][C@H:18]([C:22]4[CH:27]=[CH:26][CH:25]=[C:24]([O:28][CH3:29])[CH:23]=4)[C@@H:19]([NH:21][C:36]([C:32]4[N:31]([CH3:30])[CH:35]=[CH:34][CH:33]=4)=[O:37])[CH3:20])=[CH:14][CH:15]=3)[CH:10]=[N:9]2)=[CH:6][CH:7]=1. (8) Given the reactants CN(C)C=O.[F:6][C:7]1[CH:14]=[CH:13][C:10]([CH2:11][OH:12])=[CH:9][CH:8]=1.[H-].[Na+].Br[C:18]1[CH:23]=[CH:22][C:21]([Br:24])=[CH:20][N:19]=1, predict the reaction product. The product is: [Br:24][C:21]1[CH:22]=[CH:23][C:18]([O:12][CH2:11][C:10]2[CH:13]=[CH:14][C:7]([F:6])=[CH:8][CH:9]=2)=[N:19][CH:20]=1. (9) Given the reactants [C:1]([C:4]1[C:31](=[O:32])[C@@:8]2([CH3:33])[C:9]3[C:15]([O:16][CH2:17][CH3:18])=[CH:14][C:13]([O:19][CH3:20])=[C:12]([C:21]([O:23]CC4C=CC=CC=4)=[O:22])[C:10]=3[O:11][C:7]2=[CH:6][C:5]=1[OH:34])(=[O:3])[CH3:2].[H][H], predict the reaction product. The product is: [C:1]([C:4]1[C:31](=[O:32])[C@@:8]2([CH3:33])[C:9]3[C:15]([O:16][CH2:17][CH3:18])=[CH:14][C:13]([O:19][CH3:20])=[C:12]([C:21]([OH:23])=[O:22])[C:10]=3[O:11][C:7]2=[CH:6][C:5]=1[OH:34])(=[O:3])[CH3:2].